Dataset: Full USPTO retrosynthesis dataset with 1.9M reactions from patents (1976-2016). Task: Predict the reactants needed to synthesize the given product. (1) Given the product [CH2:1]([CH:3]([C:6]1[N:11]2[N:12]=[C:13]([CH3:16])[C:14]([C:29]3[S:28][C:27]([Cl:26])=[N:31][C:30]=3[Cl:32])=[C:10]2[N:9]=[C:8]([CH3:17])[CH:7]=1)[CH2:4][CH3:5])[CH3:2], predict the reactants needed to synthesize it. The reactants are: [CH2:1]([CH:3]([C:6]1[N:11]2[N:12]=[C:13]([CH3:16])[C:14](I)=[C:10]2[N:9]=[C:8]([CH3:17])[CH:7]=1)[CH2:4][CH3:5])[CH3:2].[O-]P([O-])([O-])=O.[K+].[K+].[K+].[Cl:26][C:27]1[S:28][CH:29]=[C:30]([Cl:32])[N:31]=1.N1C2C(=CC=C3C=2N=CC=C3)C=CC=1.N#N. (2) Given the product [Si:19]([O:26][CH2:27][CH:28]1[CH2:29][N:30]([C:2]2[C:3]([Cl:18])=[C:4]([NH:10][C:11](=[O:17])[O:12][C:13]([CH3:16])([CH3:15])[CH3:14])[CH:5]=[C:6]([C:8]#[N:9])[CH:7]=2)[CH2:31][CH2:32][O:33]1)([C:22]([CH3:25])([CH3:23])[CH3:24])([CH3:21])[CH3:20], predict the reactants needed to synthesize it. The reactants are: Br[C:2]1[C:3]([Cl:18])=[C:4]([NH:10][C:11](=[O:17])[O:12][C:13]([CH3:16])([CH3:15])[CH3:14])[CH:5]=[C:6]([C:8]#[N:9])[CH:7]=1.[Si:19]([O:26][CH2:27][CH:28]1[O:33][CH2:32][CH2:31][NH:30][CH2:29]1)([C:22]([CH3:25])([CH3:24])[CH3:23])([CH3:21])[CH3:20].C1C=CC(P(C2C(C3C(P(C4C=CC=CC=4)C4C=CC=CC=4)=CC=C4C=3C=CC=C4)=C3C(C=CC=C3)=CC=2)C2C=CC=CC=2)=CC=1. (3) Given the product [Cl:10][C:11]1[CH:12]=[CH:13][CH:14]=[C:15]2[C:20]=1[N:19]=[N:18][C:17]([C:21]1[CH:22]=[CH:23][CH:24]=[CH:25][CH:26]=1)=[C:16]2[C:27]1[CH:28]=[C:29]([NH:33][C:8]([NH:7][C:1]2[CH:6]=[CH:5][CH:4]=[CH:3][CH:2]=2)=[O:9])[CH:30]=[CH:31][CH:32]=1, predict the reactants needed to synthesize it. The reactants are: [C:1]1([N:7]=[C:8]=[O:9])[CH:6]=[CH:5][CH:4]=[CH:3][CH:2]=1.[Cl:10][C:11]1[CH:12]=[CH:13][CH:14]=[C:15]2[C:20]=1[N:19]=[N:18][C:17]([C:21]1[CH:26]=[CH:25][CH:24]=[CH:23][CH:22]=1)=[C:16]2[C:27]1[CH:28]=[C:29]([NH2:33])[CH:30]=[CH:31][CH:32]=1. (4) Given the product [C:1]([O:5][C:6]([NH:8][C@H:9]([CH2:14][O:15][S:24]([CH3:23])(=[O:26])=[O:25])[C:10]([O:12][CH3:13])=[O:11])=[O:7])([CH3:4])([CH3:3])[CH3:2], predict the reactants needed to synthesize it. The reactants are: [C:1]([O:5][C:6]([NH:8][C@H:9]([CH2:14][OH:15])[C:10]([O:12][CH3:13])=[O:11])=[O:7])([CH3:4])([CH3:3])[CH3:2].CCN(CC)CC.[CH3:23][S:24](Cl)(=[O:26])=[O:25]. (5) Given the product [Cl:20][C:21]1[CH:26]=[CH:25][C:24]([C:27]2([OH:33])[CH2:28][CH2:29][N:30]([CH2:2][CH2:3][CH:4]=[C:5]3[C:11]4[CH:12]=[CH:13][CH:14]=[CH:15][C:10]=4[CH2:9][CH2:8][C:7]4[CH:16]=[CH:17][CH:18]=[CH:19][C:6]3=4)[CH2:31][CH2:32]2)=[CH:23][CH:22]=1, predict the reactants needed to synthesize it. The reactants are: Br[CH2:2][CH2:3][CH:4]=[C:5]1[C:11]2[CH:12]=[CH:13][CH:14]=[CH:15][C:10]=2[CH2:9][CH2:8][C:7]2[CH:16]=[CH:17][CH:18]=[CH:19][C:6]1=2.[Cl:20][C:21]1[CH:26]=[CH:25][C:24]([C:27]2([OH:33])[CH2:32][CH2:31][NH:30][CH2:29][CH2:28]2)=[CH:23][CH:22]=1.C(=O)([O-])[O-].[K+].[K+].[I-].[K+]. (6) Given the product [F:24][C:2]1([F:1])[CH2:3][CH:4]([N:6]2[C:10]3[N:11]=[C:12]([S:22]([CH3:23])=[O:33])[N:13]=[C:14]([C:15]4[CH:20]=[N:19][C:18]([NH2:21])=[N:17][CH:16]=4)[C:9]=3[CH2:8][CH2:7]2)[CH2:5]1, predict the reactants needed to synthesize it. The reactants are: [F:1][C:2]1([F:24])[CH2:5][CH:4]([N:6]2[C:10]3[N:11]=[C:12]([S:22][CH3:23])[N:13]=[C:14]([C:15]4[CH:16]=[N:17][C:18]([NH2:21])=[N:19][CH:20]=4)[C:9]=3[CH2:8][CH2:7]2)[CH2:3]1.ClC1C=CC=C(C(OO)=[O:33])C=1. (7) Given the product [C:1]1([C:27]2[CH:32]=[CH:31][CH:30]=[CH:29][CH:28]=2)[CH:6]=[CH:5][CH:4]=[C:3]([NH:7][C:8](=[O:26])[CH2:9][CH2:10][CH2:11][CH2:12][CH2:13][NH:14][C:15](=[O:25])[CH2:16][CH:17]([OH:18])[C:21]([O:20][CH3:19])=[O:22])[CH:2]=1, predict the reactants needed to synthesize it. The reactants are: [C:1]1([C:27]2[CH:32]=[CH:31][CH:30]=[CH:29][CH:28]=2)[CH:6]=[CH:5][CH:4]=[C:3]([NH:7][C:8](=[O:26])[CH2:9][CH2:10][CH2:11][CH2:12][CH2:13][NH:14][C:15](=[O:25])[CH2:16][CH:17]2[C:21](=[O:22])[O:20][C:19](C)(C)[O:18]2)[CH:2]=1.CC1C=CC(S(O)(=O)=O)=CC=1.